From a dataset of Reaction yield outcomes from USPTO patents with 853,638 reactions. Predict the reaction yield, written as a fraction of the theoretical maximum amount of product (1.0 means a 100% yield; for example, 0.34 means a 34% yield). (1) The reactants are [Br:1][C:2]1[CH:10]=[C:9](/[CH:11]=[CH:12]/[CH:13]([C:18]2[CH:23]=[C:22]([Cl:24])[C:21]([F:25])=[C:20]([Cl:26])[CH:19]=2)[C:14]([F:17])([F:16])[F:15])[CH:8]=[CH:7][C:3]=1[C:4](O)=[O:5].[NH2:27][CH2:28][C:29]([NH:31][CH2:32][C:33]([F:36])([F:35])[F:34])=[O:30].F[P-](F)(F)(F)(F)F.N1(O[P+](N2CCCC2)(N2CCCC2)N2CCCC2)C2C=CC=CC=2N=N1.CCN(C(C)C)C(C)C. The catalyst is C(Cl)Cl.O. The product is [Br:1][C:2]1[CH:10]=[C:9](/[CH:11]=[CH:12]/[CH:13]([C:18]2[CH:19]=[C:20]([Cl:26])[C:21]([F:25])=[C:22]([Cl:24])[CH:23]=2)[C:14]([F:17])([F:16])[F:15])[CH:8]=[CH:7][C:3]=1[C:4]([NH:27][CH2:28][C:29](=[O:30])[NH:31][CH2:32][C:33]([F:36])([F:35])[F:34])=[O:5]. The yield is 0.310. (2) The catalyst is CC#N.O.CCOC(C)=O. The yield is 0.250. The product is [CH:1]1([C:7]2[CH:8]=[CH:9][C:10]([O:13][C:14](=[O:33])[N:15]([CH3:32])[C@@H:16]3[C:19](=[O:20])[NH:18][C:17]3([CH3:30])[CH3:31])=[CH:11][CH:12]=2)[CH2:2][CH2:3][CH2:4][CH2:5][CH2:6]1. The reactants are [CH:1]1([C:7]2[CH:12]=[CH:11][C:10]([O:13][C:14](=[O:33])[N:15]([CH3:32])[C@H:16]3[C:19](=[O:20])[N:18](C([Si](C)(C)C)[Si](C)(C)C)[C:17]3([CH3:31])[CH3:30])=[CH:9][CH:8]=2)[CH2:6][CH2:5][CH2:4][CH2:3][CH2:2]1.O=[N+]([O-])[O-].[O-][N+](=O)[O-].[O-][N+](=O)[O-].[O-][N+](=O)[O-].[O-][N+](=O)[O-].[O-][N+](=O)[O-].[Ce+4].[NH4+].[NH4+].CC(C)=O.C([O-])(O)=O.[Na+]. (3) The reactants are Cl[C:2]1[C:7]([CH:8]=[O:9])=[CH:6][N:5]=[C:4]([NH:10][C:11](=[O:13])[CH3:12])[CH:3]=1.[Cl:14][C:15]1[CH:20]=[CH:19][C:18](B(O)O)=[C:17]([F:24])[CH:16]=1.C(=O)([O-])[O-].[Cs+].[Cs+]. The catalyst is O.C1COCC1.C1C=CC([P]([Pd]([P](C2C=CC=CC=2)(C2C=CC=CC=2)C2C=CC=CC=2)([P](C2C=CC=CC=2)(C2C=CC=CC=2)C2C=CC=CC=2)[P](C2C=CC=CC=2)(C2C=CC=CC=2)C2C=CC=CC=2)(C2C=CC=CC=2)C2C=CC=CC=2)=CC=1. The product is [Cl:14][C:15]1[CH:20]=[CH:19][C:18]([C:2]2[C:7]([CH:8]=[O:9])=[CH:6][N:5]=[C:4]([NH:10][C:11](=[O:13])[CH3:12])[CH:3]=2)=[C:17]([F:24])[CH:16]=1. The yield is 0.600. (4) The reactants are CC1C=CC(S(OCC2CC3C(C4C=CC=CC=4C)=CC=CC=3O2)(=O)=O)=CC=1.[N-]=[N+]=[N-].[Na+].N(CC1CC2C=C(Cl)C=C(C3C=CSC=3)C=2O1)=[N+]=[N-].[N:52]([CH2:55][CH:56]1[CH2:60][C:59]2[C:61]([C:65]3[CH:70]=[CH:69][CH:68]=[CH:67][C:66]=3[CH3:71])=[CH:62][CH:63]=[CH:64][C:58]=2[O:57]1)=[N+]=[N-].[N-]=[N+]=[N-]. The catalyst is [Pd]. The product is [CH3:71][C:66]1[CH:67]=[CH:68][CH:69]=[CH:70][C:65]=1[C:61]1[C:59]2[CH2:60][CH:56]([CH2:55][NH2:52])[O:57][C:58]=2[CH:64]=[CH:63][CH:62]=1. The yield is 0.850. (5) The reactants are C([O:3][C:4]([C:6]1[N:7]([CH2:13][O:14][CH2:15][CH2:16][Si:17]([CH3:20])([CH3:19])[CH3:18])[CH:8]=[C:9]([C:11]#[N:12])[N:10]=1)=[O:5])C.[OH-].[K+:22]. The catalyst is C(O)C. The yield is 1.00. The product is [K+:22].[C:11]([C:9]1[N:10]=[C:6]([C:4]([O-:5])=[O:3])[N:7]([CH2:13][O:14][CH2:15][CH2:16][Si:17]([CH3:18])([CH3:19])[CH3:20])[CH:8]=1)#[N:12]. (6) The reactants are [NH2:1][C:2]1[CH:3]=[CH:4][C:5]([C:8]([O:10][CH2:11][CH3:12])=[O:9])=[N:6][CH:7]=1.Cl[C:14]1[C:19]([N+:20]([O-:22])=[O:21])=[CH:18][C:17]([CH3:23])=[CH:16][N:15]=1. No catalyst specified. The product is [CH3:23][C:17]1[CH:18]=[C:19]([N+:20]([O-:22])=[O:21])[C:14]([NH:1][C:2]2[CH:3]=[CH:4][C:5]([C:8]([O:10][CH2:11][CH3:12])=[O:9])=[N:6][CH:7]=2)=[N:15][CH:16]=1. The yield is 0.530. (7) The reactants are C([O:5][C:6]([C@H:8]1[CH2:12][CH2:11][CH2:10][N:9]1[C:13](=[O:38])[CH2:14][N:15]([CH2:31][C:32]1[CH:37]=[CH:36][CH:35]=[CH:34][CH:33]=1)[CH2:16][C:17]([N:19]1[CH2:23][CH2:22][CH2:21][C@@H:20]1[C:24]([O:26]C(C)(C)C)=[O:25])=[O:18])=[O:7])(C)(C)C.[F:39][C:40]([F:45])([F:44])[C:41]([OH:43])=[O:42]. No catalyst specified. The product is [F:39][C:40]([F:45])([F:44])[C:41]([OH:43])=[O:42].[CH2:31]([N:15]([CH2:14][C:13]([N:9]1[CH2:10][CH2:11][CH2:12][C@@H:8]1[C:6]([OH:7])=[O:5])=[O:38])[CH2:16][C:17]([N:19]1[CH2:23][CH2:22][CH2:21][C@@H:20]1[C:24]([OH:26])=[O:25])=[O:18])[C:32]1[CH:33]=[CH:34][CH:35]=[CH:36][CH:37]=1. The yield is 0.940.